Dataset: Reaction yield outcomes from USPTO patents with 853,638 reactions. Task: Predict the reaction yield, written as a fraction of the theoretical maximum amount of product (1.0 means a 100% yield; for example, 0.34 means a 34% yield). (1) The reactants are Br[C:2]1[CH:14]=[CH:13][C:12]2[C:11]3[C:6](=[CH:7][CH:8]=[CH:9][CH:10]=3)[C:5]([CH2:23][CH2:24][CH2:25][CH2:26][CH2:27][CH2:28][CH2:29][CH3:30])([CH2:15][CH2:16][CH2:17][CH2:18][CH2:19][CH2:20][CH2:21][CH3:22])[C:4]=2[CH:3]=1.[CH3:31][Si:32]([C:35]#[CH:36])([CH3:34])[CH3:33].CCCCCC. The catalyst is CCN(CC)CC.[Cu]I.C([O-])(=O)C.[Pd+2].C([O-])(=O)C.C1(P(C2C=CC=CC=2)C2C=CC=CC=2)C=CC=CC=1. The product is [CH2:23]([C:5]1([CH2:15][CH2:16][CH2:17][CH2:18][CH2:19][CH2:20][CH2:21][CH3:22])[C:4]2[CH:3]=[C:2]([C:36]#[C:35][Si:32]([CH3:34])([CH3:33])[CH3:31])[CH:14]=[CH:13][C:12]=2[C:11]2[C:6]1=[CH:7][CH:8]=[CH:9][CH:10]=2)[CH2:24][CH2:25][CH2:26][CH2:27][CH2:28][CH2:29][CH3:30]. The yield is 0.860. (2) The reactants are [CH3:1][N:2]([C:10]1[CH:11]=[N:12][N:13]([C:15]2[CH:16]=[N:17][CH:18]=[CH:19][CH:20]=2)[CH:14]=1)[C:3](=[O:9])[O:4][C:5]([CH3:8])([CH3:7])[CH3:6].[Br:21]N1C(=O)CCC1=O. The catalyst is ClC(Cl)C. The product is [Br:21][C:14]1[N:13]([C:15]2[CH:16]=[N:17][CH:18]=[CH:19][CH:20]=2)[N:12]=[CH:11][C:10]=1[N:2]([CH3:1])[C:3](=[O:9])[O:4][C:5]([CH3:8])([CH3:6])[CH3:7]. The yield is 0.990. (3) The catalyst is CN(C=O)C. The reactants are [NH2:1][C:2]1[C:3]([N+:13]([O-:15])=[O:14])=[C:4]([CH:9]=[C:10](Cl)[CH:11]=1)[C:5]([O:7][CH3:8])=[O:6].[NH:16]1[CH2:21][CH2:20][O:19][CH2:18][CH2:17]1.C([O-])([O-])=O.[K+].[K+].O. The yield is 0.460. The product is [NH2:1][C:2]1[C:3]([N+:13]([O-:15])=[O:14])=[C:4]([CH:9]=[C:10]([N:16]2[CH2:21][CH2:20][O:19][CH2:18][CH2:17]2)[CH:11]=1)[C:5]([O:7][CH3:8])=[O:6]. (4) The reactants are [CH3:1][O:2][CH:3]([O:15][CH3:16])[CH2:4][N:5]1[C:13]2[C:8](=[CH:9][C:10](I)=[CH:11][CH:12]=2)[CH:7]=[N:6]1.[Cl:17][C:18]1[CH:23]=[CH:22][C:21]([C:24]2[O:32][C:31]3[CH:30]=[CH:29][NH:28][C:27](=[O:33])[C:26]=3[CH:25]=2)=[CH:20][CH:19]=1.C([O-])([O-])=O.[Cs+].[Cs+].OC1C=CC=C2C=1N=CC=C2. The catalyst is CS(C)=O.[Cu]I. The product is [Cl:17][C:18]1[CH:19]=[CH:20][C:21]([C:24]2[O:32][C:31]3[CH:30]=[CH:29][N:28]([C:10]4[CH:9]=[C:8]5[C:13](=[CH:12][CH:11]=4)[N:5]([CH2:4][CH:3]([O:15][CH3:16])[O:2][CH3:1])[N:6]=[CH:7]5)[C:27](=[O:33])[C:26]=3[CH:25]=2)=[CH:22][CH:23]=1. The yield is 0.410. (5) The reactants are Br[C:2]1[C:3]([N:17]2[CH2:22][CH2:21][N:20]([C:23]([O:25][C:26]([CH3:29])([CH3:28])[CH3:27])=[O:24])[CH2:19][CH2:18]2)=[CH:4][CH:5]=[C:6]2[C:11]=1[CH:10]=[N:9][C:8]([C:12]([O:14][CH2:15][CH3:16])=[O:13])=[CH:7]2.[O-]P([O-])([O-])=O.[K+].[K+].[K+].[C:38]1([CH3:44])C=CC=C[CH:39]=1. The catalyst is O.C1C=CC(P(C2C=CC=CC=2)[C-]2C=CC=C2)=CC=1.C1C=CC(P(C2C=CC=CC=2)[C-]2C=CC=C2)=CC=1.Cl[Pd]Cl.[Fe+2]. The product is [CH2:15]([O:14][C:12]([C:8]1[N:9]=[CH:10][C:11]2[C:6]([CH:7]=1)=[CH:5][CH:4]=[C:3]([N:17]1[CH2:18][CH2:19][N:20]([C:23]([O:25][C:26]([CH3:28])([CH3:27])[CH3:29])=[O:24])[CH2:21][CH2:22]1)[C:2]=2[CH:44]1[CH2:38][CH2:39]1)=[O:13])[CH3:16]. The yield is 0.850. (6) The reactants are C[O:2][C:3]([C:5]1[CH:10]=[CH:9][C:8]([C:11]2[CH:16]=[C:15]([NH:17][C:18]([C:20]3[CH:24]=[CH:23][O:22][CH:21]=3)=[O:19])[CH:14]=[CH:13][C:12]=2[CH3:25])=[CH:7][CH:6]=1)=[O:4].[O:22]1[CH:23]=[CH:24][C:20]([C:18]([NH:17][C:15]2[CH:14]=[CH:13][C:12]([CH3:25])=[C:11]([C:8]3[CH:7]=[CH:6][C:5]([C:3]([OH:2])=[O:4])=[CH:10][CH:9]=3)[CH:16]=2)=[O:19])=[CH:21]1.O.[OH-].[Li+]. The catalyst is C1COCC1.O. The product is [O:22]1[CH:23]=[CH:24][C:20]([C:18]([NH:17][C:15]2[CH:14]=[CH:13][C:12]([CH3:25])=[C:11]([C:8]3[CH:9]=[CH:10][C:5]([C:3]([OH:4])=[O:2])=[CH:6][CH:7]=3)[CH:16]=2)=[O:19])=[CH:21]1. The yield is 0.770.